Predict the reactants needed to synthesize the given product. From a dataset of Full USPTO retrosynthesis dataset with 1.9M reactions from patents (1976-2016). (1) Given the product [CH3:10][O:11][C:12]1[CH:17]=[CH:16][CH:15]=[CH:14][C:13]=1[S:18][C:2]1[CH:9]=[CH:8][C:5]([C:6]#[N:7])=[CH:4][CH:3]=1, predict the reactants needed to synthesize it. The reactants are: F[C:2]1[CH:9]=[CH:8][C:5]([C:6]#[N:7])=[CH:4][CH:3]=1.[CH3:10][O:11][C:12]1[CH:17]=[CH:16][CH:15]=[CH:14][C:13]=1[SH:18].OC1C=CC=CC=1C=NO.C(=O)([O-])[O-].[Cs+].[Cs+]. (2) Given the product [Br:5][C:6]1[CH:7]=[CH:8][C:9]([F:13])=[C:10]([S:12][CH:19]2[CH2:24][CH2:23][C:22]([CH3:26])([CH3:25])[CH2:21][CH2:20]2)[CH:11]=1, predict the reactants needed to synthesize it. The reactants are: CS(C)=O.[Br:5][C:6]1[CH:7]=[CH:8][C:9]([F:13])=[C:10]([SH:12])[CH:11]=1.CS(O[CH:19]1[CH2:24][CH2:23][C:22]([CH3:26])([CH3:25])[CH2:21][CH2:20]1)(=O)=O.C(=O)([O-])[O-].[Cs+].[Cs+]. (3) Given the product [CH3:11][C:5]1[CH:4]=[C:3]([C:12]2[O:19][N:16]=[C:14]([CH3:15])[CH:13]=2)[C:2]([CH3:1])=[CH:7][C:6]=1[NH2:8], predict the reactants needed to synthesize it. The reactants are: [CH3:1][C:2]1[CH:7]=[C:6]([N+:8]([O-])=O)[C:5]([CH3:11])=[CH:4][C:3]=1[C:12](=[O:19])[CH:13]=[C:14]([N:16](C)C)[CH3:15].Cl.NO.CC1C=C([N+]([O-])=O)C(C)=CC=1C1ON=C(C)C=1. (4) Given the product [NH2:22][C:10]1[CH:11]=[C:12]([C:15]2[CH:20]=[CH:19][N:18]=[C:17]([CH3:21])[CH:16]=2)[CH:13]=[CH:14][C:9]=1[OH:8], predict the reactants needed to synthesize it. The reactants are: C([O:8][C:9]1[CH:14]=[CH:13][C:12]([C:15]2[CH:20]=[CH:19][N:18]=[C:17]([CH3:21])[CH:16]=2)=[CH:11][C:10]=1[N+:22]([O-])=O)C1C=CC=CC=1.